Dataset: Catalyst prediction with 721,799 reactions and 888 catalyst types from USPTO. Task: Predict which catalyst facilitates the given reaction. (1) Reactant: [CH:1]1([NH:6][C:7]2[C:12]([C:13]([NH:15][NH:16][C:17](=O)[CH:18]([CH3:20])[CH3:19])=O)=[CH:11][N:10]=[C:9]3[N:22]([CH2:25][CH3:26])[N:23]=[CH:24][C:8]=23)[CH2:5][CH2:4][CH2:3][CH2:2]1.COC1C=CC(P2(SP(C3C=CC(OC)=CC=3)(=S)S2)=[S:36])=CC=1. Product: [CH:1]1([NH:6][C:7]2[C:8]3[CH:24]=[N:23][N:22]([CH2:25][CH3:26])[C:9]=3[N:10]=[CH:11][C:12]=2[C:13]2[S:36][C:17]([CH:18]([CH3:20])[CH3:19])=[N:16][N:15]=2)[CH2:5][CH2:4][CH2:3][CH2:2]1. The catalyst class is: 10. (2) Reactant: CC1(C)C(C)(C)OB([C:9]2[CH2:14][CH:13]([C:15]([F:18])([F:17])[F:16])[CH2:12][C:11](=[O:19])[CH:10]=2)O1.Cl[C:22]1[CH:27]=[CH:26][N:25]=[CH:24][C:23]=1[N+:28]([O-:30])=[O:29].C([O-])([O-])=O.[Na+].[Na+].N#N.C(Cl)Cl. Product: [N+:28]([C:23]1[CH:24]=[N:25][CH:26]=[CH:27][C:22]=1[C:9]1[CH2:14][CH:13]([C:15]([F:16])([F:17])[F:18])[CH2:12][C:11](=[O:19])[CH:10]=1)([O-:30])=[O:29]. The catalyst class is: 294. (3) Reactant: [Br:1][C:2]1[C:11]([F:12])=[CH:10][C:5]2[N:6]=[C:7](N)[S:8][C:4]=2[CH:3]=1.C(ON=O)(C)(C)C. Product: [Br:1][C:2]1[C:11]([F:12])=[CH:10][C:5]2[N:6]=[CH:7][S:8][C:4]=2[CH:3]=1. The catalyst class is: 3. (4) Reactant: [C:1]([CH2:3][CH2:4][NH:5][C:6]([C:8]1[CH:9]=[CH:10][C:11]([O:30][C:31]2[CH:36]=[C:35]([CH3:37])[CH:34]=[C:33]([CH3:38])[CH:32]=2)=[C:12]([S:14]([N:17]2[CH2:22][CH2:21][N:20]([C:23]([O:25][C:26]([CH3:29])([CH3:28])[CH3:27])=[O:24])[CH2:19][CH2:18]2)(=[O:16])=[O:15])[CH:13]=1)=O)#[N:2].C1(P(C2C=CC=CC=2)C2C=CC=CC=2)C=CC=CC=1.N(C(OCC)=O)=NC(OCC)=O.[N:70]([Si](C)(C)C)=[N+:71]=[N-:72]. Product: [C:1]([CH2:3][CH2:4][N:5]1[C:6]([C:8]2[CH:9]=[CH:10][C:11]([O:30][C:31]3[CH:32]=[C:33]([CH3:38])[CH:34]=[C:35]([CH3:37])[CH:36]=3)=[C:12]([S:14]([N:17]3[CH2:22][CH2:21][N:20]([C:23]([O:25][C:26]([CH3:29])([CH3:28])[CH3:27])=[O:24])[CH2:19][CH2:18]3)(=[O:15])=[O:16])[CH:13]=2)=[N:72][N:71]=[N:70]1)#[N:2]. The catalyst class is: 210. (5) Reactant: [CH2:1]([O:3][CH:4]1[CH2:6][CH:5]1[C:7]([O:9]CC)=[O:8])[CH3:2].[Li+].[OH-]. Product: [CH2:1]([O:3][CH:4]1[CH2:6][CH:5]1[C:7]([OH:9])=[O:8])[CH3:2]. The catalyst class is: 24. (6) Reactant: Br[C:2]1[CH:7]=[C:6]([O:8][CH3:9])[CH:5]=[CH:4][C:3]=1[O:10][C:11]([F:14])([F:13])[F:12].C([Li])CCC.[B:20](OC(C)C)([O:25]C(C)C)[O:21]C(C)C. Product: [CH3:9][O:8][C:6]1[CH:5]=[CH:4][C:3]([O:10][C:11]([F:14])([F:13])[F:12])=[C:2]([B:20]([OH:25])[OH:21])[CH:7]=1. The catalyst class is: 7. (7) Reactant: Cl[C:2]1[C:7]([N+:8]([O-])=O)=[C:6]([NH:11][C:12]2[N:17]=[CH:16][C:15]([F:18])=[CH:14][N:13]=2)[CH:5]=[C:4]([CH3:19])[N:3]=1.[N:20](OCCC(C)C)=O.[H+].[B-](F)(F)(F)F. Product: [F:18][C:15]1[CH:14]=[N:13][C:12]([N:11]2[C:6]3[CH:5]=[C:4]([CH3:19])[N:3]=[CH:2][C:7]=3[N:8]=[N:20]2)=[N:17][CH:16]=1. The catalyst class is: 29. (8) Reactant: [Li]CCCC.[Cl:6][C:7]1[C:16]2[C:11](=[CH:12][CH:13]=[C:14](C(C3C(C)=NC(C)=CC=3)O)[CH:15]=2)[N:10]=[C:9]([O:27][CH3:28])[C:8]=1[CH2:29][C:30]1[CH:35]=[CH:34][C:33]([C:36]([F:39])([F:38])[F:37])=[CH:32][CH:31]=1.[Cl:40][C:41]1[CH:46]=[CH:45][C:44]([C:47]([C:49]2[N:53]([CH3:54])[CH:52]=[N:51][CH:50]=2)=[O:48])=[CH:43][CH:42]=1.C(=O)=O.CC(C)=O. Product: [Cl:6][C:7]1[C:16]2[C:11](=[CH:12][CH:13]=[C:14]([C:47]([C:44]3[CH:43]=[CH:42][C:41]([Cl:40])=[CH:46][CH:45]=3)([C:49]3[N:53]([CH3:54])[CH:52]=[N:51][CH:50]=3)[OH:48])[CH:15]=2)[N:10]=[C:9]([O:27][CH3:28])[C:8]=1[CH2:29][C:30]1[CH:35]=[CH:34][C:33]([C:36]([F:39])([F:37])[F:38])=[CH:32][CH:31]=1. The catalyst class is: 1. (9) Reactant: [F:1][C:2]1[CH:3]=[N:4][NH:5][CH:6]=1.[N:7]#[C:8][NH2:9].[ClH:10]. Product: [ClH:10].[F:1][C:2]1[CH:3]=[N:4][N:5]([C:8]([NH2:9])=[NH:7])[CH:6]=1. The catalyst class is: 12.